This data is from Full USPTO retrosynthesis dataset with 1.9M reactions from patents (1976-2016). The task is: Predict the reactants needed to synthesize the given product. (1) Given the product [CH2:17]([N:7]([CH:1]1[CH2:2][CH2:3][CH2:4][CH2:5][CH2:6]1)[CH2:8][C:9]([OH:16])([CH3:15])[C:10]([O:12][CH2:13][CH3:14])=[O:11])[C:18]1[CH:23]=[CH:22][CH:21]=[CH:20][CH:19]=1, predict the reactants needed to synthesize it. The reactants are: [CH:1]1([NH:7][CH2:8][C:9]([OH:16])([CH3:15])[C:10]([O:12][CH2:13][CH3:14])=[O:11])[CH2:6][CH2:5][CH2:4][CH2:3][CH2:2]1.[CH2:17](Br)[C:18]1[CH:23]=[CH:22][CH:21]=[CH:20][CH:19]=1.C([O-])([O-])=O.[K+].[K+].CCOC(C)=O. (2) The reactants are: [CH2:1]([C:3]1[N:7]([C:8]2[C:9]([CH3:30])=[C:10]([CH:27]=[CH:28][CH:29]=2)[CH2:11][NH:12][C:13]2[CH:26]=[CH:25][C:16]3[C@H:17]([CH2:20][C:21]([O:23]C)=[O:22])[CH2:18][O:19][C:15]=3[CH:14]=2)[C:6]2[CH:31]=[C:32]([F:35])[CH:33]=[CH:34][C:5]=2[N:4]=1)[CH3:2].[OH-].[Na+].Cl. Given the product [CH2:1]([C:3]1[N:7]([C:8]2[C:9]([CH3:30])=[C:10]([CH:27]=[CH:28][CH:29]=2)[CH2:11][NH:12][C:13]2[CH:26]=[CH:25][C:16]3[C@H:17]([CH2:20][C:21]([OH:23])=[O:22])[CH2:18][O:19][C:15]=3[CH:14]=2)[C:6]2[CH:31]=[C:32]([F:35])[CH:33]=[CH:34][C:5]=2[N:4]=1)[CH3:2], predict the reactants needed to synthesize it. (3) Given the product [O:24]1[C:25]2[CH:30]=[CH:29][CH:28]=[CH:27][C:26]=2[C:22]([C:17]2[CH:18]=[CH:19][CH:20]=[CH:21][C:16]=2[CH:12]([NH:11][CH:10]([CH:31]([CH3:33])[CH3:32])[CH2:9][OH:8])[CH2:13][CH:14]=[CH2:15])=[N:23]1, predict the reactants needed to synthesize it. The reactants are: [H-].[Al+3].[Li+].[H-].[H-].[H-].C[O:8][C:9](=O)[C@H:10]([CH:31]([CH3:33])[CH3:32])[NH:11][CH:12]([C:16]1[CH:21]=[CH:20][CH:19]=[CH:18][C:17]=1[C:22]1[C:26]2[CH:27]=[CH:28][CH:29]=[CH:30][C:25]=2[O:24][N:23]=1)[CH2:13][CH:14]=[CH2:15].O.S([O-])([O-])(=O)=O.[Mg+2].